Dataset: Forward reaction prediction with 1.9M reactions from USPTO patents (1976-2016). Task: Predict the product of the given reaction. (1) Given the reactants [O:1]=[C:2]1[CH2:9][CH:8]2[N:10]([C:11]([O:13][C:14]([CH3:17])([CH3:16])[CH3:15])=[O:12])[CH:4]([CH2:5][O:6][CH2:7]2)[CH2:3]1.[Li+].CC([N-]C(C)C)C.C1C=CC(N([S:33]([C:36]([F:39])([F:38])[F:37])(=[O:35])=[O:34])[S:33]([C:36]([F:39])([F:38])[F:37])(=[O:35])=[O:34])=CC=1, predict the reaction product. The product is: [O:1]=[C:2]1[CH2:3][CH:4]2[N:10]([C:11]([O:13][C:14]([CH3:17])([CH3:16])[CH3:15])=[O:12])[CH:8]([CH2:7][O:6][CH2:5]2)[CH2:9]1.[F:37][C:36]([F:39])([F:38])[S:33]([O:1][C:2]1[CH2:3][CH:4]2[N:10]([C:11]([O:13][C:14]([CH3:17])([CH3:16])[CH3:15])=[O:12])[CH:8]([CH2:7][O:6][CH2:5]2)[CH:9]=1)(=[O:35])=[O:34]. (2) Given the reactants [BH4-].[Na+].[CH:3]([C:5]1[C:13]2[C:8](=[CH:9][CH:10]=[CH:11][CH:12]=2)[NH:7][C:6]=1[C:14]([O:16][CH2:17][CH3:18])=[O:15])=O.[CH:19](O)(C)C, predict the reaction product. The product is: [CH3:3][C:5]1[C:13]2[C:8](=[CH:9][CH:10]=[CH:11][CH:12]=2)[NH:7][C:6]=1[C:14]([O:16][CH:17]([CH3:18])[CH3:19])=[O:15]. (3) Given the reactants [Br:1][C:2]1[CH:7]=[CH:6][C:5]([NH:8][C:9]2[C:10]([C:18](O)=O)=[CH:11][N:12]([CH3:17])[C:13](=[O:16])[C:14]=2[F:15])=[C:4]([F:21])[CH:3]=1.CCN=C=NCCCN(C)C.C1C=CC2N(O)N=NC=2C=1.[NH2:43][NH:44][C:45]([NH2:47])=[S:46].CCN(CC)CC.C1C=CC(P(C2C=CC=CC=2)C2C=CC=CC=2)=CC=1.C(Cl)(Cl)(Cl)Cl, predict the reaction product. The product is: [NH2:47][C:45]1[S:46][C:18]([C:10]2[C:9]([NH:8][C:5]3[CH:6]=[CH:7][C:2]([Br:1])=[CH:3][C:4]=3[F:21])=[C:14]([F:15])[C:13](=[O:16])[N:12]([CH3:17])[CH:11]=2)=[N:43][N:44]=1. (4) Given the reactants [CH3:1][O:2][C:3]1[CH:8]=[CH:7][CH:6]=[CH:5][C:4]=1[CH:9]1[CH2:14][CH2:13][CH2:12][CH2:11][CH:10]1[CH2:15][C:16]([OH:18])=O.C(Cl)(=O)C(Cl)=O.ClCCl.CN(C=O)C, predict the reaction product. The product is: [CH3:1][O:2][C:3]1[CH:8]=[CH:7][CH:6]=[C:5]2[C:4]=1[CH:9]1[CH:10]([CH2:15][C:16]2=[O:18])[CH2:11][CH2:12][CH2:13][CH2:14]1. (5) Given the reactants C([O:8][CH2:9][CH:10]1[CH2:15][CH2:14][N:13]([C:16]2[CH:17]=[N:18][CH:19]=[CH:20][C:21]=2[N:22]2[CH:26]=[C:25]([Cl:27])[CH:24]=[N:23]2)[CH2:12][C:11]1([F:29])[F:28])C1C=CC=CC=1.C[Si](I)(C)C.S([O-])([O-])(=O)=S.[Na+].[Na+].C(=O)(O)[O-].[Na+], predict the reaction product. The product is: [Cl:27][C:25]1[CH:24]=[N:23][N:22]([C:21]2[CH:20]=[CH:19][N:18]=[CH:17][C:16]=2[N:13]2[CH2:14][CH2:15][CH:10]([CH2:9][OH:8])[C:11]([F:28])([F:29])[CH2:12]2)[CH:26]=1. (6) Given the reactants [C:1]1([C:7]2[CH:11]=[C:10]([CH2:12][CH2:13][CH:14]=O)[O:9][N:8]=2)[CH:6]=[CH:5][CH:4]=[CH:3][CH:2]=1.[C:16]1([CH:22]([C:29]2[CH:34]=[CH:33][CH:32]=[CH:31][CH:30]=2)[N:23]2[CH2:28][CH2:27][NH:26][CH2:25][CH2:24]2)[CH:21]=[CH:20][CH:19]=[CH:18][CH:17]=1.[BH-](OC(C)=O)(OC(C)=O)OC(C)=O.[Na+], predict the reaction product. The product is: [C:29]1([CH:22]([C:16]2[CH:21]=[CH:20][CH:19]=[CH:18][CH:17]=2)[N:23]2[CH2:24][CH2:25][N:26]([CH2:14][CH2:13][CH2:12][C:10]3[O:9][N:8]=[C:7]([C:1]4[CH:6]=[CH:5][CH:4]=[CH:3][CH:2]=4)[CH:11]=3)[CH2:27][CH2:28]2)[CH:30]=[CH:31][CH:32]=[CH:33][CH:34]=1. (7) Given the reactants C[O:2][C:3](=[O:37])[CH:4]([NH:25][C:26]1[C:29]2([CH2:34][CH2:33][CH2:32][CH2:31][CH2:30]2)[C:28](=[O:35])[C:27]=1[Cl:36])[CH2:5][C:6]1[CH:7]=[C:8]2[C:12](=[CH:13][CH:14]=1)[N:11]([C:15]([C:17]1[CH:22]=[C:21]([Cl:23])[N:20]=[C:19]([Cl:24])[CH:18]=1)=[O:16])[CH2:10][CH2:9]2.ClC1C=NC=C(Cl)C=1C(N1C2C(=CC(CC(NC3C4(CCCCC4)C(=O)C=3)C(O)=O)=CC=2)CC1)=O, predict the reaction product. The product is: [Cl:36][C:27]1[C:28](=[O:35])[C:29]2([CH2:34][CH2:33][CH2:32][CH2:31][CH2:30]2)[C:26]=1[NH:25][CH:4]([CH2:5][C:6]1[CH:7]=[C:8]2[C:12](=[CH:13][CH:14]=1)[N:11]([C:15]([C:17]1[CH:22]=[C:21]([Cl:23])[N:20]=[C:19]([Cl:24])[CH:18]=1)=[O:16])[CH2:10][CH2:9]2)[C:3]([OH:37])=[O:2]. (8) Given the reactants [O:1]=[C:2]([NH:9][C:10]1[CH:11]=[N:12][C:13]([C:16]2[N:17]=[N:18][C:19]([C:22]3[CH:27]=[CH:26][CH:25]=[CH:24][N:23]=3)=[N:20][N:21]=2)=[CH:14][CH:15]=1)[CH2:3][CH2:4][CH2:5][C:6]([OH:8])=[O:7].O[CH:29]1[CH2:34][C:33](=[O:35])[NH:32][C:30]1=[O:31].Cl.C(N=C=NCCCN(C)C)C.CN(C=O)C, predict the reaction product. The product is: [O:1]=[C:2]([NH:9][C:10]1[CH:11]=[N:12][C:13]([C:16]2[N:17]=[N:18][C:19]([C:22]3[CH:27]=[CH:26][CH:25]=[CH:24][N:23]=3)=[N:20][N:21]=2)=[CH:14][CH:15]=1)[CH2:3][CH2:4][CH2:5][C:6]([O:8][N:32]1[C:33](=[O:35])[CH2:34][CH2:29][C:30]1=[O:31])=[O:7]. (9) Given the reactants [C:1]([C:5]1[CH:10]=[CH:9][C:8]([C:11]2[C:12]3[N:13]([CH:18]=[N:19][CH:20]=3)[CH2:14][CH2:15][CH2:16][N:17]=2)=[CH:7][CH:6]=1)([CH3:4])([CH3:3])[CH3:2].[BH4-].[Na+].O, predict the reaction product. The product is: [C:1]([C:5]1[CH:6]=[CH:7][C:8]([CH:11]2[NH:17][CH2:16][CH2:15][CH2:14][N:13]3[CH:18]=[N:19][CH:20]=[C:12]23)=[CH:9][CH:10]=1)([CH3:4])([CH3:2])[CH3:3]. (10) Given the reactants [F:1][C:2]1[CH:7]=[CH:6][C:5]([C:8]([CH3:27])([CH3:26])[CH2:9][NH:10][C:11]2[N:16]=[N:15][C:14]([C:17]3[N:18]=[C:19]([NH:22]C(=O)C)[NH:20][CH:21]=3)=[CH:13][CH:12]=2)=[CH:4][CH:3]=1.Cl, predict the reaction product. The product is: [NH2:22][C:19]1[NH:20][CH:21]=[C:17]([C:14]2[N:15]=[N:16][C:11]([NH:10][CH2:9][C:8]([C:5]3[CH:4]=[CH:3][C:2]([F:1])=[CH:7][CH:6]=3)([CH3:27])[CH3:26])=[CH:12][CH:13]=2)[N:18]=1.